The task is: Regression. Given two drug SMILES strings and cell line genomic features, predict the synergy score measuring deviation from expected non-interaction effect.. This data is from NCI-60 drug combinations with 297,098 pairs across 59 cell lines. (1) Drug 1: C1C(C(OC1N2C=C(C(=O)NC2=O)F)CO)O. Drug 2: CS(=O)(=O)OCCCCOS(=O)(=O)C. Cell line: HL-60(TB). Synergy scores: CSS=66.0, Synergy_ZIP=-2.99, Synergy_Bliss=-0.535, Synergy_Loewe=4.19, Synergy_HSA=6.30. (2) Drug 1: CS(=O)(=O)C1=CC(=C(C=C1)C(=O)NC2=CC(=C(C=C2)Cl)C3=CC=CC=N3)Cl. Drug 2: C1=NC2=C(N1)C(=S)N=C(N2)N. Cell line: NCI-H226. Synergy scores: CSS=7.92, Synergy_ZIP=-6.47, Synergy_Bliss=-0.711, Synergy_Loewe=-5.42, Synergy_HSA=-0.0890. (3) Drug 1: CN1CCC(CC1)COC2=C(C=C3C(=C2)N=CN=C3NC4=C(C=C(C=C4)Br)F)OC. Drug 2: C1=CC=C(C(=C1)C(C2=CC=C(C=C2)Cl)C(Cl)Cl)Cl. Cell line: UACC62. Synergy scores: CSS=8.10, Synergy_ZIP=-2.65, Synergy_Bliss=1.41, Synergy_Loewe=-6.51, Synergy_HSA=1.22. (4) Drug 1: C1CC(=O)NC(=O)C1N2CC3=C(C2=O)C=CC=C3N. Drug 2: CN1C(=O)N2C=NC(=C2N=N1)C(=O)N. Cell line: UO-31. Synergy scores: CSS=-3.37, Synergy_ZIP=0.297, Synergy_Bliss=-1.46, Synergy_Loewe=-3.46, Synergy_HSA=-2.85. (5) Cell line: SK-MEL-5. Synergy scores: CSS=2.66, Synergy_ZIP=-0.853, Synergy_Bliss=1.75, Synergy_Loewe=1.79, Synergy_HSA=0.739. Drug 2: C(CCl)NC(=O)N(CCCl)N=O. Drug 1: CC1=C(C(=CC=C1)Cl)NC(=O)C2=CN=C(S2)NC3=CC(=NC(=N3)C)N4CCN(CC4)CCO. (6) Cell line: SF-268. Drug 2: CC(C)NC(=O)C1=CC=C(C=C1)CNNC.Cl. Synergy scores: CSS=2.85, Synergy_ZIP=4.14, Synergy_Bliss=0.764, Synergy_Loewe=-5.18, Synergy_HSA=-4.29. Drug 1: CC1=C(C=C(C=C1)NC2=NC=CC(=N2)N(C)C3=CC4=NN(C(=C4C=C3)C)C)S(=O)(=O)N.Cl. (7) Drug 2: CC1C(C(CC(O1)OC2CC(CC3=C2C(=C4C(=C3O)C(=O)C5=CC=CC=C5C4=O)O)(C(=O)C)O)N)O. Drug 1: CC12CCC3C(C1CCC2O)C(CC4=C3C=CC(=C4)O)CCCCCCCCCS(=O)CCCC(C(F)(F)F)(F)F. Synergy scores: CSS=38.1, Synergy_ZIP=-0.890, Synergy_Bliss=-3.32, Synergy_Loewe=-16.3, Synergy_HSA=-2.31. Cell line: U251. (8) Cell line: HT29. Drug 2: CC1C(C(CC(O1)OC2CC(CC3=C2C(=C4C(=C3O)C(=O)C5=CC=CC=C5C4=O)O)(C(=O)C)O)N)O. Drug 1: CC1=C(C(=O)C2=C(C1=O)N3CC4C(C3(C2COC(=O)N)OC)N4)N. Synergy scores: CSS=41.0, Synergy_ZIP=2.71, Synergy_Bliss=4.65, Synergy_Loewe=-7.02, Synergy_HSA=6.59.